Task: Regression. Given two drug SMILES strings and cell line genomic features, predict the synergy score measuring deviation from expected non-interaction effect.. Dataset: NCI-60 drug combinations with 297,098 pairs across 59 cell lines (1) Drug 1: CN(C)C1=NC(=NC(=N1)N(C)C)N(C)C. Drug 2: C1=CN(C=N1)CC(O)(P(=O)(O)O)P(=O)(O)O. Cell line: BT-549. Synergy scores: CSS=-6.42, Synergy_ZIP=2.21, Synergy_Bliss=1.71, Synergy_Loewe=-4.57, Synergy_HSA=-3.97. (2) Drug 1: C1=NC2=C(N1)C(=S)N=C(N2)N. Drug 2: CC1C(C(=O)NC(C(=O)N2CCCC2C(=O)N(CC(=O)N(C(C(=O)O1)C(C)C)C)C)C(C)C)NC(=O)C3=C4C(=C(C=C3)C)OC5=C(C(=O)C(=C(C5=N4)C(=O)NC6C(OC(=O)C(N(C(=O)CN(C(=O)C7CCCN7C(=O)C(NC6=O)C(C)C)C)C)C(C)C)C)N)C. Cell line: MOLT-4. Synergy scores: CSS=55.8, Synergy_ZIP=11.8, Synergy_Bliss=11.8, Synergy_Loewe=12.8, Synergy_HSA=13.0. (3) Drug 1: C1C(C(OC1N2C=C(C(=O)NC2=O)F)CO)O. Drug 2: C(CC(=O)O)C(=O)CN.Cl. Cell line: ACHN. Synergy scores: CSS=38.7, Synergy_ZIP=-0.720, Synergy_Bliss=0.998, Synergy_Loewe=-16.0, Synergy_HSA=3.22. (4) Drug 1: C1=C(C(=O)NC(=O)N1)F. Drug 2: C1CNP(=O)(OC1)N(CCCl)CCCl. Cell line: NCI-H226. Synergy scores: CSS=13.5, Synergy_ZIP=5.62, Synergy_Bliss=4.82, Synergy_Loewe=-5.19, Synergy_HSA=1.54. (5) Drug 1: C1CN(P(=O)(OC1)NCCCl)CCCl. Drug 2: CC1C(C(CC(O1)OC2CC(CC3=C2C(=C4C(=C3O)C(=O)C5=CC=CC=C5C4=O)O)(C(=O)C)O)N)O. Cell line: K-562. Synergy scores: CSS=27.0, Synergy_ZIP=-2.15, Synergy_Bliss=-3.75, Synergy_Loewe=-4.93, Synergy_HSA=-2.93. (6) Drug 1: CC1=CC2C(CCC3(C2CCC3(C(=O)C)OC(=O)C)C)C4(C1=CC(=O)CC4)C. Drug 2: CC1C(C(CC(O1)OC2CC(CC3=C2C(=C4C(=C3O)C(=O)C5=CC=CC=C5C4=O)O)(C(=O)C)O)N)O. Cell line: HCC-2998. Synergy scores: CSS=64.7, Synergy_ZIP=4.36, Synergy_Bliss=4.13, Synergy_Loewe=-51.4, Synergy_HSA=3.23. (7) Drug 1: CC1=CC2C(CCC3(C2CCC3(C(=O)C)OC(=O)C)C)C4(C1=CC(=O)CC4)C. Drug 2: CC1=C(C=C(C=C1)NC(=O)C2=CC=C(C=C2)CN3CCN(CC3)C)NC4=NC=CC(=N4)C5=CN=CC=C5. Cell line: T-47D. Synergy scores: CSS=19.6, Synergy_ZIP=1.70, Synergy_Bliss=6.88, Synergy_Loewe=7.00, Synergy_HSA=7.40. (8) Drug 1: C1CN1P(=S)(N2CC2)N3CC3. Drug 2: C1C(C(OC1N2C=NC(=NC2=O)N)CO)O. Cell line: TK-10. Synergy scores: CSS=3.55, Synergy_ZIP=-2.28, Synergy_Bliss=-0.344, Synergy_Loewe=-2.00, Synergy_HSA=-1.57. (9) Synergy scores: CSS=39.4, Synergy_ZIP=-3.08, Synergy_Bliss=-4.36, Synergy_Loewe=-18.5, Synergy_HSA=-3.27. Drug 1: C1=CC(=CC=C1CC(C(=O)O)N)N(CCCl)CCCl.Cl. Drug 2: C1C(C(OC1N2C=NC3=C2NC=NCC3O)CO)O. Cell line: SR.